From a dataset of Forward reaction prediction with 1.9M reactions from USPTO patents (1976-2016). Predict the product of the given reaction. Given the reactants [C:1]1([C:7]#[C:8][C:9]2[CH:14]=[CH:13][C:12](B(O)O)=[CH:11][CH:10]=2)[CH:6]=[CH:5][CH:4]=[CH:3][CH:2]=1.[C:18]1([C:24]#[C:25][C:26]2[CH:31]=[CH:30][C:29](Br)=[CH:28][CH:27]=2)[CH:23]=[CH:22][CH:21]=[CH:20][CH:19]=1.N#N.[CH2:35]([Li])[CH2:36]CC.COB(OC)OC.[CH2:47]1[CH2:51][O:50][CH2:49][CH2:48]1, predict the reaction product. The product is: [C:1]1([C:7]#[C:8][C:9]2[CH:14]=[CH:13][C:12]([C:35]3[CH:36]=[C:49]([OH:50])[CH:48]=[C:47]([C:29]4[CH:30]=[CH:31][C:26]([C:25]#[C:24][C:18]5[CH:23]=[CH:22][CH:21]=[CH:20][CH:19]=5)=[CH:27][CH:28]=4)[CH:51]=3)=[CH:11][CH:10]=2)[CH:6]=[CH:5][CH:4]=[CH:3][CH:2]=1.